From a dataset of Forward reaction prediction with 1.9M reactions from USPTO patents (1976-2016). Predict the product of the given reaction. (1) Given the reactants N[CH2:2][CH2:3][O:4][CH2:5][CH2:6][OH:7].[BH3-][C:9]#[N:10].[Na+].[CH:12](=O)[CH3:13].[CH3:15]O, predict the reaction product. The product is: [CH2:12]([N:10]([CH2:9][CH3:15])[CH2:2][CH2:3][O:4][CH2:5][CH2:6][OH:7])[CH3:13]. (2) Given the reactants Br[C:2]1[C:7]([Br:8])=[CH:6][C:5]([Br:9])=[CH:4][N:3]=1.[C:10]([N:17]1[CH2:22][CH2:21][NH:20][CH2:19][CH2:18]1)([O:12][C:13]([CH3:16])([CH3:15])[CH3:14])=[O:11].C(=O)([O-])[O-].[K+].[K+].CC(=O)CC, predict the reaction product. The product is: [C:13]([O:12][C:10]([N:17]1[CH2:22][CH2:21][N:20]([C:2]2[C:7]([Br:8])=[CH:6][C:5]([Br:9])=[CH:4][N:3]=2)[CH2:19][CH2:18]1)=[O:11])([CH3:16])([CH3:14])[CH3:15]. (3) Given the reactants [C:1]([C:5]1[CH:12]=[CH:11][C:8]([CH:9]=O)=[CH:7][CH:6]=1)([CH3:4])([CH3:3])[CH3:2].[NH2:13][C:14]1[S:15][C:16]([CH3:19])=[N:17][N:18]=1.C([O:22][C:23](=O)[C:24]([OH:38])=[CH:25][C:26]([C:28]1[CH:33]=[CH:32][C:31]([O:34][CH2:35][CH2:36][OH:37])=[CH:30][CH:29]=1)=[O:27])C, predict the reaction product. The product is: [C:1]([C:5]1[CH:12]=[CH:11][C:8]([CH:9]2[N:13]([C:14]3[S:15][C:16]([CH3:19])=[N:17][N:18]=3)[C:23](=[O:22])[C:24]([OH:38])=[C:25]2[C:26](=[O:27])[C:28]2[CH:33]=[CH:32][C:31]([O:34][CH2:35][CH2:36][OH:37])=[CH:30][CH:29]=2)=[CH:7][CH:6]=1)([CH3:4])([CH3:3])[CH3:2]. (4) Given the reactants Cl[C:2]1[C:3]2[CH:10]=[CH:9][NH:8][C:4]=2[N:5]=[C-:6][N:7]=1.[CH3:11][NH:12][CH:13]1[CH2:21][CH2:20][C@H:19]2[C@H:15]([CH2:16][N:17]([C:22]([O:24][C:25]([CH3:28])([CH3:27])[CH3:26])=[O:23])[CH2:18]2)[CH2:14]1.C(=O)([O-])[O-].[K+].[K+].O, predict the reaction product. The product is: [CH3:11][N:12]([C:2]1[C:3]2[CH:10]=[CH:9][NH:8][C:4]=2[N:5]=[CH:6][N:7]=1)[CH:13]1[CH2:21][CH2:20][C@@H:19]2[C@@H:15]([CH2:16][N:17]([C:22]([O:24][C:25]([CH3:28])([CH3:27])[CH3:26])=[O:23])[CH2:18]2)[CH2:14]1. (5) The product is: [C:33]([N:16]1[CH2:17][CH2:18][C@H:14]([NH:13][C:10]2[C:11]3[C:6](=[CH:5][CH:4]=[C:3]([Cl:2])[CH:12]=3)[CH:7]=[C:8]([C:19]3[NH:23][C:22](=[O:24])[NH:21][N:20]=3)[N:9]=2)[CH2:15]1)(=[O:36])[CH:34]=[CH2:35]. Given the reactants Cl.[Cl:2][C:3]1[CH:12]=[C:11]2[C:6]([CH:7]=[C:8]([C:19]3[NH:23][C:22](=[O:24])[NH:21][N:20]=3)[N:9]=[C:10]2[NH:13][C@H:14]2[CH2:18][CH2:17][NH:16][CH2:15]2)=[CH:5][CH:4]=1.CC1C=CC=C(C)N=1.[C:33](Cl)(=[O:36])[CH:34]=[CH2:35], predict the reaction product. (6) Given the reactants [NH:1]1[CH2:5][CH2:4][CH2:3][C:2]1=[O:6].C(N(CC)CC)C.[C:14]([O:18][C:19](O[C:19]([O:18][C:14]([CH3:17])([CH3:16])[CH3:15])=[O:20])=[O:20])([CH3:17])([CH3:16])[CH3:15], predict the reaction product. The product is: [C:14]([O:18][C:19]([N:1]1[CH2:5][CH2:4][CH2:3][C:2]1=[O:6])=[O:20])([CH3:17])([CH3:16])[CH3:15].